From a dataset of Serine/threonine kinase 33 screen with 319,792 compounds. Binary Classification. Given a drug SMILES string, predict its activity (active/inactive) in a high-throughput screening assay against a specified biological target. The drug is s1c(NC(NC(OCC)=O)(C(F)(F)F)C(OCC)=O)nc(CC(OCC)=O)c1. The result is 0 (inactive).